This data is from Forward reaction prediction with 1.9M reactions from USPTO patents (1976-2016). The task is: Predict the product of the given reaction. Given the reactants [CH3:1][O:2][C:3]1[C:4]([C@@H:20]2[O:46][C@H:45]([CH2:47][O:48]C(=O)C(C)(C)C)[C@@H:37]([O:38]C(=O)C(C)(C)C)[C@H:29]([O:30]C(=O)C(C)(C)C)[C@H:21]2[O:22]C(=O)C(C)(C)C)=[CH:5][C:6]2[C:10]([CH2:11][CH2:12][C:13]3[CH:18]=[CH:17][CH:16]=[CH:15][CH:14]=3)=[CH:9][O:8][C:7]=2[CH:19]=1.C[O-].[Na+], predict the reaction product. The product is: [CH3:1][O:2][C:3]1[C:4]([C@@H:20]2[O:46][C@H:45]([CH2:47][OH:48])[C@@H:37]([OH:38])[C@H:29]([OH:30])[C@H:21]2[OH:22])=[CH:5][C:6]2[C:10]([CH2:11][CH2:12][C:13]3[CH:14]=[CH:15][CH:16]=[CH:17][CH:18]=3)=[CH:9][O:8][C:7]=2[CH:19]=1.